Dataset: Full USPTO retrosynthesis dataset with 1.9M reactions from patents (1976-2016). Task: Predict the reactants needed to synthesize the given product. (1) Given the product [OH:23][C:16]1[C:15]([CH2:14][NH:13][C:11]([C:10]2[C:5]3[CH:4]=[N:3][C:2]([N:8]4[CH2:9][CH2:10][CH2:5][CH2:6]4)=[N:7][C:6]=3[N:8]([C@@H:25]([C:27]3[CH:32]=[CH:31][CH:30]=[CH:29][CH:28]=3)[CH3:26])[C:9]=2[CH3:24])=[O:12])=[C:20]([CH3:21])[CH:19]=[C:18]([CH3:22])[N:17]=1, predict the reactants needed to synthesize it. The reactants are: Cl[C:2]1[N:3]=[CH:4][C:5]2[C:10]([C:11]([NH:13][CH2:14][C:15]3[C:16]([OH:23])=[N:17][C:18]([CH3:22])=[CH:19][C:20]=3[CH3:21])=[O:12])=[C:9]([CH3:24])[N:8]([C@@H:25]([C:27]3[CH:32]=[CH:31][CH:30]=[CH:29][CH:28]=3)[CH3:26])[C:6]=2[N:7]=1. (2) Given the product [C:32]([O:31][C:29]([NH:28][CH2:27][CH2:26][CH2:25][O:24][C:19]1[CH:20]=[CH:21][CH:22]=[CH:23][C:18]=1[CH2:17][NH:16][C:14](=[O:15])[NH:13][C:10]1[S:11][CH:12]=[C:8]([C:6]([NH:5][CH2:4][C:3]([OH:36])=[O:2])=[O:7])[N:9]=1)=[O:30])([CH3:35])([CH3:33])[CH3:34], predict the reactants needed to synthesize it. The reactants are: C[O:2][C:3](=[O:36])[CH2:4][NH:5][C:6]([C:8]1[N:9]=[C:10]([NH:13][C:14]([NH:16][CH2:17][C:18]2[CH:23]=[CH:22][CH:21]=[CH:20][C:19]=2[O:24][CH2:25][CH2:26][CH2:27][NH:28][C:29]([O:31][C:32]([CH3:35])([CH3:34])[CH3:33])=[O:30])=[O:15])[S:11][CH:12]=1)=[O:7].O[Li].O.